This data is from Forward reaction prediction with 1.9M reactions from USPTO patents (1976-2016). The task is: Predict the product of the given reaction. Given the reactants Br[C:2]1[CH:7]=[CH:6][C:5]([Cl:8])=[CH:4][N:3]=1.C(O[Na])(C)(C)C.[NH2:15][C:16]1[CH:17]=[CH:18][C:19]([F:46])=[C:20]([C@:22]23[CH2:30][CH2:29][CH2:28][C@H:27]2[CH2:26][S:25][C:24]([N:31]([C:39]([O:41][C:42]([CH3:45])([CH3:44])[CH3:43])=[O:40])[C:32]([O:34][C:35]([CH3:38])([CH3:37])[CH3:36])=[O:33])=[N:23]3)[CH:21]=1.O, predict the reaction product. The product is: [Cl:8][C:5]1[CH:6]=[CH:7][C:2]([NH:15][C:16]2[CH:17]=[CH:18][C:19]([F:46])=[C:20]([C@:22]34[CH2:30][CH2:29][CH2:28][C@H:27]3[CH2:26][S:25][C:24]([N:31]([C:39]([O:41][C:42]([CH3:45])([CH3:44])[CH3:43])=[O:40])[C:32]([O:34][C:35]([CH3:37])([CH3:38])[CH3:36])=[O:33])=[N:23]4)[CH:21]=2)=[N:3][CH:4]=1.